Dataset: Full USPTO retrosynthesis dataset with 1.9M reactions from patents (1976-2016). Task: Predict the reactants needed to synthesize the given product. (1) Given the product [OH:40][C:41]1[CH:49]=[C:45]([CH:44]=[C:43]([C:50]([F:51])([F:52])[F:53])[CH:42]=1)[C:46]([NH:19][CH2:20][C:21](=[O:22])[NH:23][CH:24]1[CH2:27][N:26]([CH:28]2[CH2:33][CH2:32][CH:31]([C:34]3[CH:39]=[CH:38][CH:37]=[CH:36][CH:35]=3)[CH2:30][CH2:29]2)[CH2:25]1)=[O:47], predict the reactants needed to synthesize it. The reactants are: CCN=C=NCCCN(C)C.OC(C(F)(F)F)=O.[NH2:19][CH2:20][C:21]([NH:23][CH:24]1[CH2:27][N:26]([CH:28]2[CH2:33][CH2:32][CH:31]([C:34]3[CH:39]=[CH:38][CH:37]=[CH:36][CH:35]=3)[CH2:30][CH2:29]2)[CH2:25]1)=[O:22].[OH:40][C:41]1[CH:42]=[C:43]([C:50]([F:53])([F:52])[F:51])[CH:44]=[C:45]([CH:49]=1)[C:46](O)=[O:47]. (2) Given the product [ClH:2].[NH2:52][CH2:51][C@H:48]1[CH2:49][CH2:50][C@H:45]([C:43]([NH:42][C@H:16]([C:15]([NH:14][C:11]2[CH:10]=[CH:9][C:8]([C:6]3[NH:7][C:3]([Cl:2])=[N:4][N:5]=3)=[CH:13][CH:12]=2)=[O:60])[CH2:17][C:18]2[CH:19]=[C:20]([C:24]3[CH:29]=[CH:28][CH:27]=[C:26]([C:30]([NH:31][CH:32]4[CH2:33][CH2:34][N:35]([CH:38]([CH3:40])[CH3:39])[CH2:36][CH2:37]4)=[O:41])[CH:25]=3)[CH:21]=[CH:22][CH:23]=2)=[O:44])[CH2:46][CH2:47]1, predict the reactants needed to synthesize it. The reactants are: Cl.[Cl:2][C:3]1[NH:7][C:6]([C:8]2[CH:13]=[CH:12][C:11]([NH:14][C:15](=[O:60])[C@@H:16]([NH:42][C:43]([C@H:45]3[CH2:50][CH2:49][C@H:48]([CH2:51][NH:52]C(=O)OC(C)(C)C)[CH2:47][CH2:46]3)=[O:44])[CH2:17][C:18]3[CH:19]=[C:20]([C:24]4[CH:29]=[CH:28][CH:27]=[C:26]([C:30](=[O:41])[NH:31][CH:32]5[CH2:37][CH2:36][N:35]([CH:38]([CH3:40])[CH3:39])[CH2:34][CH2:33]5)[CH:25]=4)[CH:21]=[CH:22][CH:23]=3)=[CH:10][CH:9]=2)=[N:5][N:4]=1.C(#N)C. (3) Given the product [OH:8][C:9]1[CH:38]=[CH:37][CH:36]=[C:35]([F:39])[C:10]=1[CH2:11][NH:12][C:13]1[C:18]([C:19]([NH2:21])=[O:20])=[CH:17][N:16]=[C:15]([NH:22][C:23]2[CH:28]=[CH:27][C:26]([N:29]3[CH2:30][CH2:31][O:32][CH2:33][CH2:34]3)=[CH:25][CH:24]=2)[N:14]=1, predict the reactants needed to synthesize it. The reactants are: C([O:8][C:9]1[CH:38]=[CH:37][CH:36]=[C:35]([F:39])[C:10]=1[CH2:11][NH:12][C:13]1[C:18]([C:19]([NH2:21])=[O:20])=[CH:17][N:16]=[C:15]([NH:22][C:23]2[CH:28]=[CH:27][C:26]([N:29]3[CH2:34][CH2:33][O:32][CH2:31][CH2:30]3)=[CH:25][CH:24]=2)[N:14]=1)C1C=CC=CC=1.[H][H].